Predict the reactants needed to synthesize the given product. From a dataset of Full USPTO retrosynthesis dataset with 1.9M reactions from patents (1976-2016). (1) Given the product [Cl:24][C:22]1[CH:23]=[C:18]([NH:10][S:7]([C:1]2[CH:6]=[CH:5][CH:4]=[CH:3][CH:2]=2)(=[O:9])=[O:8])[C:19]2[N:20]([CH:25]=[CH:26][N:27]=2)[N:21]=1, predict the reactants needed to synthesize it. The reactants are: [C:1]1([S:7]([NH2:10])(=[O:9])=[O:8])[CH:6]=[CH:5][CH:4]=[CH:3][CH:2]=1.C(=O)([O-])[O-].[Cs+].[Cs+].Br[C:18]1[C:19]2[N:20]([CH:25]=[CH:26][N:27]=2)[N:21]=[C:22]([Cl:24])[CH:23]=1.O1CCOCC1. (2) Given the product [O:4]1[C:12]2[CH:11]=[CH:10][N:9]=[C:8]([N:13]3[CH2:18][CH2:17][N:16]([CH2:19][CH2:20][C@H:21]4[CH2:26][CH2:25][C@H:24]([NH:27][C:31](=[O:32])[CH2:30][C:29]([CH3:35])([CH3:34])[CH3:28])[CH2:23][CH2:22]4)[CH2:15][CH2:14]3)[C:7]=2[CH2:6][CH2:5]1, predict the reactants needed to synthesize it. The reactants are: Cl.Cl.Cl.[O:4]1[C:12]2[CH:11]=[CH:10][N:9]=[C:8]([N:13]3[CH2:18][CH2:17][N:16]([CH2:19][CH2:20][C@H:21]4[CH2:26][CH2:25][C@H:24]([NH2:27])[CH2:23][CH2:22]4)[CH2:15][CH2:14]3)[C:7]=2[CH2:6][CH2:5]1.[CH3:28][C:29]([CH3:35])([CH3:34])[CH2:30][C:31](O)=[O:32]. (3) Given the product [Br:1][C:2]1[CH:7]=[CH:6][C:5]([O:8][C:10]2[CH:17]=[CH:16][C:13]([CH:14]=[O:15])=[CH:12][CH:11]=2)=[CH:4][CH:3]=1, predict the reactants needed to synthesize it. The reactants are: [Br:1][C:2]1[CH:7]=[CH:6][C:5]([OH:8])=[CH:4][CH:3]=1.F[C:10]1[CH:17]=[CH:16][C:13]([CH:14]=[O:15])=[CH:12][CH:11]=1.C(=O)([O-])[O-].[K+].[K+]. (4) Given the product [N+:15]([C:10]1[CH:11]=[CH:12][CH:13]=[CH:14][C:9]=1[CH2:8][S:2]([O-:4])(=[O:1])=[O:3])([O-:17])=[O:16].[Na+:5], predict the reactants needed to synthesize it. The reactants are: [O-:1][S:2]([O-:4])=[O:3].[Na+:5].[Na+].Br[CH2:8][C:9]1[CH:14]=[CH:13][CH:12]=[CH:11][C:10]=1[N+:15]([O-:17])=[O:16]. (5) Given the product [C:1]([O:5][C:6]([N:8]1[CH2:9][CH2:10][C:11]2([C:15](=[O:16])[N:14]([C:17]3[CH:22]=[CH:21][C:20]([CH:23]4[CH2:28][CH2:27][CH:26]([O:29][S:41]([CH3:40])(=[O:43])=[O:42])[CH2:25][CH2:24]4)=[CH:19][C:18]=3[F:30])[CH2:13][CH2:12]2)[CH2:31][CH2:32]1)=[O:7])([CH3:4])([CH3:2])[CH3:3], predict the reactants needed to synthesize it. The reactants are: [C:1]([O:5][C:6]([N:8]1[CH2:32][CH2:31][C:11]2([C:15](=[O:16])[N:14]([C:17]3[CH:22]=[CH:21][C:20]([CH:23]4[CH2:28][CH2:27][CH:26]([OH:29])[CH2:25][CH2:24]4)=[CH:19][C:18]=3[F:30])[CH2:13][CH2:12]2)[CH2:10][CH2:9]1)=[O:7])([CH3:4])([CH3:3])[CH3:2].CCN(CC)CC.[CH3:40][S:41](Cl)(=[O:43])=[O:42].CO. (6) Given the product [CH2:15]([C:6]1[C:7]2[S:8][CH:9]=[CH:10][C:11]=2[C:12]([CH2:5][CH2:4][CH2:3][CH2:2][CH2:12][CH2:11][CH2:7][CH3:6])=[C:2]2[S:1][CH:5]=[CH:4][C:3]=12)[CH2:16][CH2:17][CH2:18][CH2:19][CH2:20][CH2:21][CH3:22], predict the reactants needed to synthesize it. The reactants are: [S:1]1[CH:5]=[CH:4][C:3]2[C:6](=O)[C:7]3[S:8][CH:9]=[CH:10][C:11]=3[C:12](=O)[C:2]1=2.[CH2:15]([Mg]Br)[CH2:16][CH2:17][CH2:18][CH2:19][CH2:20][CH2:21][CH3:22].Cl[Sn]Cl. (7) Given the product [CH3:19][CH2:18][CH2:17][CH:16]([CH3:39])[CH3:21].[C:16]1([CH3:39])[CH:21]=[CH:20][C:19]([C:22]2[N:23]=[C:24]3[CH2:38][CH2:37][CH2:36][N:35]([C:9]([O:11][C:12]([CH3:13])([CH3:14])[CH3:15])=[O:10])[C:25]3=[N:26][C:27]=2[C:28]2[CH:33]=[CH:32][C:31]([CH3:34])=[CH:30][CH:29]=2)=[CH:18][CH:17]=1, predict the reactants needed to synthesize it. The reactants are: [C:9](O[C:9]([O:11][C:12]([CH3:15])([CH3:14])[CH3:13])=[O:10])([O:11][C:12]([CH3:15])([CH3:14])[CH3:13])=[O:10].[C:16]1([CH3:39])[CH:21]=[CH:20][C:19]([C:22]2[N:23]=[C:24]3[CH2:38][CH2:37][CH2:36][NH:35][C:25]3=[N:26][C:27]=2[C:28]2[CH:33]=[CH:32][C:31]([CH3:34])=[CH:30][CH:29]=2)=[CH:18][CH:17]=1. (8) Given the product [Cl:1][C:2]1[CH:3]=[CH:4][C:5]([O:20][CH2:21][C:22]2[CH:27]=[CH:26][CH:25]=[CH:24][CH:23]=2)=[C:6]([CH2:8][C:9]2[N:14]=[C:13]([C:15]([OH:17])=[O:16])[CH:12]=[CH:11][CH:10]=2)[CH:7]=1, predict the reactants needed to synthesize it. The reactants are: [Cl:1][C:2]1[CH:3]=[CH:4][C:5]([O:20][CH2:21][C:22]2[CH:27]=[CH:26][CH:25]=[CH:24][CH:23]=2)=[C:6]([CH2:8][C:9]2[N:14]=[C:13]([C:15]([O:17]CC)=[O:16])[CH:12]=[CH:11][CH:10]=2)[CH:7]=1.